Predict the product of the given reaction. From a dataset of Forward reaction prediction with 1.9M reactions from USPTO patents (1976-2016). Given the reactants [CH3:1][O:2][C:3]1[CH:4]=[C:5]2[C:9](=[CH:10][CH:11]=1)[NH:8][C:7]([C:12](O)=[O:13])=[CH:6]2.C(OCC)(=O)C, predict the reaction product. The product is: [CH3:1][O:2][C:3]1[CH:4]=[C:5]2[C:9](=[CH:10][CH:11]=1)[NH:8][C:7]([CH:12]=[O:13])=[CH:6]2.